Dataset: Full USPTO retrosynthesis dataset with 1.9M reactions from patents (1976-2016). Task: Predict the reactants needed to synthesize the given product. (1) Given the product [CH2:40]([O:39][C:36]1[CH:37]=[CH:38][C:33]([C:25]2[C:26]3[CH:31]=[CH:30][N:29]([CH3:32])[C:27]=3[N:28]=[C:23]([C:53]#[N:55])[N:24]=2)=[CH:34][C:35]=1[C:42]([F:45])([F:44])[F:43])[CH3:41], predict the reactants needed to synthesize it. The reactants are: C(P(C(C)(C)C)C1C=CC=CC=1C1C=CC=CC=1)(C)(C)C.Cl[C:23]1[N:24]=[C:25]([C:33]2[CH:38]=[CH:37][C:36]([O:39][CH2:40][CH3:41])=[C:35]([C:42]([F:45])([F:44])[F:43])[CH:34]=2)[C:26]2[CH:31]=[CH:30][N:29]([CH3:32])[C:27]=2[N:28]=1.CCOC(C)=O.C[C:53]([N:55](C)C)=O. (2) Given the product [C:3]1([NH:9][S:10]([C:13]2[CH:14]=[C:15](/[CH:19]=[CH:20]/[C:21]([OH:23])=[O:22])[CH:16]=[CH:17][CH:18]=2)(=[O:12])=[O:11])[CH:4]=[CH:5][CH:6]=[CH:7][CH:8]=1.[CH2:24]([O:22][C:21](=[O:23])/[CH:20]=[CH:19]/[C:15]1[CH:16]=[CH:17][CH:18]=[C:13]([S:10](=[O:12])(=[O:11])[NH:9][C:3]2[CH:4]=[CH:5][CH:6]=[CH:7][CH:8]=2)[CH:14]=1)[CH3:25], predict the reactants needed to synthesize it. The reactants are: [F-].[K+].[C:3]1([NH:9][S:10]([C:13]2[CH:14]=[C:15](/[CH:19]=[CH:20]/[C:21]([OH:23])=[O:22])[CH:16]=[CH:17][CH:18]=2)(=[O:12])=[O:11])[CH:8]=[CH:7][CH:6]=[CH:5][CH:4]=1.[C:24](#N)[CH3:25]. (3) Given the product [CH3:1][O:2][C:3]([C:5]1[CH:6]=[C:7]2[C:11](=[CH:12][CH:13]=1)[NH:10][C:9](=[O:14])[CH2:8]2)=[O:4], predict the reactants needed to synthesize it. The reactants are: [CH3:1][O:2][C:3]([C:5]1[CH:6]=[C:7]2[C:11](=[CH:12][CH:13]=1)[NH:10][C:9](=[O:14])[CH:8]2SC)=[O:4]. (4) Given the product [Cl:1][C:2]1[C:10]([F:11])=[CH:9][CH:8]=[CH:7][C:3]=1[C:4]([NH:20][CH2:19][CH:18]([N:15]1[CH2:16][CH2:17][O:12][CH2:13][CH2:14]1)[C:21]1[CH:26]=[N:25][C:24]([C:27]([F:29])([F:30])[F:28])=[N:23][CH:22]=1)=[O:6], predict the reactants needed to synthesize it. The reactants are: [Cl:1][C:2]1[C:10]([F:11])=[CH:9][CH:8]=[CH:7][C:3]=1[C:4]([OH:6])=O.[O:12]1[CH2:17][CH2:16][N:15]([CH:18]([C:21]2[CH:22]=[N:23][C:24]([C:27]([F:30])([F:29])[F:28])=[N:25][CH:26]=2)[CH2:19][NH2:20])[CH2:14][CH2:13]1. (5) Given the product [C:3]([CH:5]([C:6]([O:8][CH2:9][CH3:10])=[O:7])[CH2:12][CH2:13][C:14]1[CH:15]=[CH:16][C:17]2[N:22]([CH3:23])[CH2:21][CH2:20][N:19]([C:24]([O:26][C:27]([CH3:30])([CH3:29])[CH3:28])=[O:25])[C:18]=2[N:31]=1)#[N:4], predict the reactants needed to synthesize it. The reactants are: [H-].[Na+].[C:3]([CH2:5][C:6]([O:8][CH2:9][CH3:10])=[O:7])#[N:4].I[CH2:12][CH2:13][C:14]1[CH:15]=[CH:16][C:17]2[N:22]([CH3:23])[CH2:21][CH2:20][N:19]([C:24]([O:26][C:27]([CH3:30])([CH3:29])[CH3:28])=[O:25])[C:18]=2[N:31]=1. (6) Given the product [OH:17][CH2:16][CH2:18][NH:19][C:9](=[O:10])[O:11][C:12]([CH3:13])([CH3:14])[CH3:15], predict the reactants needed to synthesize it. The reactants are: [CH3:13][C:12]([O:11][C:9](O[C:9]([O:11][C:12]([CH3:15])([CH3:14])[CH3:13])=[O:10])=[O:10])([CH3:15])[CH3:14].[CH2:16]([CH2:18][NH2:19])[OH:17]. (7) The reactants are: [CH3:1][C:2]([NH:5][S:6]([C:9]1[CH:14]=[CH:13][C:12]([NH:15]C(=O)C)=[CH:11][CH:10]=1)(=[O:8])=[O:7])([CH3:4])[CH3:3].Cl. Given the product [CH3:4][C:2]([NH:5][S:6]([C:9]1[CH:10]=[CH:11][C:12]([NH2:15])=[CH:13][CH:14]=1)(=[O:8])=[O:7])([CH3:1])[CH3:3], predict the reactants needed to synthesize it. (8) Given the product [CH:14]([C:8]1([C:5]2[CH:4]=[C:3]3[C:2](=[CH:7][CH:6]=2)[NH:1][C:19]([C:18]([OH:23])=[O:22])=[CH:21]3)[CH2:9][C:10](=[O:13])[NH:11][CH2:12]1)([CH3:16])[CH3:15], predict the reactants needed to synthesize it. The reactants are: [NH2:1][C:2]1[CH:7]=[CH:6][C:5]([C:8]2([CH:14]([CH3:16])[CH3:15])[CH2:12][NH:11][C:10](=[O:13])[CH2:9]2)=[CH:4][C:3]=1I.[C:18]([OH:23])(=[O:22])[C:19]([CH3:21])=O.C1N2CCN(CC2)C1.[OH-].[Na+]. (9) The reactants are: C[O:2][C:3](=[O:24])[CH2:4][CH2:5][CH:6]([NH:9][C:10]([C:12]1[CH:17]=[CH:16][C:15]([C:18]2[CH:23]=[CH:22][CH:21]=[CH:20][CH:19]=2)=[CH:14][CH:13]=1)=[O:11])[CH2:7][OH:8].[OH-].[Na+]. Given the product [C:15]1([C:18]2[CH:19]=[CH:20][CH:21]=[CH:22][CH:23]=2)[CH:14]=[CH:13][C:12]([C:10]([NH:9][CH:6]([CH2:7][OH:8])[CH2:5][CH2:4][C:3]([OH:24])=[O:2])=[O:11])=[CH:17][CH:16]=1, predict the reactants needed to synthesize it. (10) The reactants are: [NH2:1][C:2]1[C:3]([NH:20][CH2:21][CH:22]([OH:25])[CH2:23][OH:24])=[C:4]([NH:8][C:9]([NH:11][C:12]2[CH:17]=[CH:16][C:15]([Cl:18])=[CH:14][C:13]=2[Cl:19])=S)[CH:5]=[CH:6][CH:7]=1.Cl.C(N=C=NCCCN(C)C)C. Given the product [NH2:1][C:2]1[C:3]2[N:20]([CH2:21][CH:22]([OH:25])[CH2:23][OH:24])[C:9]([NH:11][C:12]3[CH:17]=[CH:16][C:15]([Cl:18])=[CH:14][C:13]=3[Cl:19])=[N:8][C:4]=2[CH:5]=[CH:6][CH:7]=1, predict the reactants needed to synthesize it.